Dataset: Catalyst prediction with 721,799 reactions and 888 catalyst types from USPTO. Task: Predict which catalyst facilitates the given reaction. (1) Reactant: [Cl:1][C:2]1[CH:3]=[C:4]([C:21]2[CH:26]=[CH:25][CH:24]=[CH:23][CH:22]=2)[C:5]2[O:10][CH:9]([C:11]([F:14])([F:13])[F:12])[C:8]([C:15]([O:17]CC)=[O:16])=[CH:7][C:6]=2[CH:20]=1.CO.[OH-].[Na+]. Product: [Cl:1][C:2]1[CH:3]=[C:4]([C:21]2[CH:26]=[CH:25][CH:24]=[CH:23][CH:22]=2)[C:5]2[O:10][CH:9]([C:11]([F:13])([F:12])[F:14])[C:8]([C:15]([OH:17])=[O:16])=[CH:7][C:6]=2[CH:20]=1. The catalyst class is: 1. (2) The catalyst class is: 6. Product: [Br:27][C:21]1[CH:22]=[C:23]([F:26])[CH:24]=[CH:25][C:20]=1[O:19][C:18]1[C:13]([NH:12][C:10]([NH2:9])=[S:11])=[N:14][CH:15]=[C:16]([S:28][C:29]2[CH:34]=[CH:33][CH:32]=[C:31]([O:35][CH3:36])[CH:30]=2)[CH:17]=1. Reactant: C([NH:9][C:10]([NH:12][C:13]1[C:18]([O:19][C:20]2[CH:25]=[CH:24][C:23]([F:26])=[CH:22][C:21]=2[Br:27])=[CH:17][C:16]([S:28][C:29]2[CH:34]=[CH:33][CH:32]=[C:31]([O:35][CH3:36])[CH:30]=2)=[CH:15][N:14]=1)=[S:11])(=O)C1C=CC=CC=1.CCO.[OH-].[Na+].